Dataset: Forward reaction prediction with 1.9M reactions from USPTO patents (1976-2016). Task: Predict the product of the given reaction. Given the reactants [NH2:1][C:2]1[CH:7]=[CH:6][C:5]([CH2:8][CH2:9][C:10]2[N:11]=[C:12]([NH:26][C:27](=[O:29])[CH3:28])[S:13][C:14]=2[CH2:15][C:16]2[CH:21]=[CH:20][C:19]([S:22]([CH3:25])(=[O:24])=[O:23])=[CH:18][CH:17]=2)=[CH:4][CH:3]=1.CS[C:32]1[N:33](C(OCC)=O)[CH2:34][CH2:35][N:36]=1.C([O-])(O)=O.[Na+], predict the reaction product. The product is: [NH:36]1[CH2:35][CH2:34][N:33]=[C:32]1[NH:1][C:2]1[CH:3]=[CH:4][C:5]([CH2:8][CH2:9][C:10]2[N:11]=[C:12]([NH:26][C:27](=[O:29])[CH3:28])[S:13][C:14]=2[CH2:15][C:16]2[CH:21]=[CH:20][C:19]([S:22]([CH3:25])(=[O:24])=[O:23])=[CH:18][CH:17]=2)=[CH:6][CH:7]=1.